From a dataset of Catalyst prediction with 721,799 reactions and 888 catalyst types from USPTO. Predict which catalyst facilitates the given reaction. (1) The catalyst class is: 21. Product: [OH:1][C:2]1[C:3]([C:10](=[O:29])[CH2:11][CH2:12][C:13]2[S:14][C:15]3[CH:24]=[C:23]([C:25]([F:28])([F:26])[F:27])[CH:22]=[CH:21][C:16]=3[C:17]=2[CH2:18][CH2:19][CH3:20])=[CH:4][C:5]([CH3:9])=[C:6]([CH:7]=1)[O:8][CH2:37][C:38]([O:40][CH2:41][CH3:30])=[O:39]. Reactant: [OH:1][C:2]1[CH:7]=[C:6]([OH:8])[C:5]([CH3:9])=[CH:4][C:3]=1[C:10](=[O:29])[CH2:11][CH2:12][C:13]1[S:14][C:15]2[CH:24]=[C:23]([C:25]([F:28])([F:27])[F:26])[CH:22]=[CH:21][C:16]=2[C:17]=1[CH2:18][CH2:19][CH3:20].[C:30](=O)([O-])[O-].[Cs+].[Cs+].Br[CH2:37][C:38]([O:40][CH3:41])=[O:39]. (2) Reactant: [Br:1][C:2]1[C:3]([CH3:19])=[C:4]([C:8]([NH:11][C:12]([O:14][C:15]([CH3:18])([CH3:17])[CH3:16])=[O:13])=[CH:9][CH:10]=1)[C:5]([OH:7])=[O:6].C(=O)([O-])[O-].[K+].[K+].[CH2:26](Br)[C:27]1[CH:32]=[CH:31][CH:30]=[CH:29][CH:28]=1. Product: [Br:1][C:2]1[C:3]([CH3:19])=[C:4]([C:8]([NH:11][C:12]([O:14][C:15]([CH3:16])([CH3:18])[CH3:17])=[O:13])=[CH:9][CH:10]=1)[C:5]([O:7][CH2:26][C:27]1[CH:32]=[CH:31][CH:30]=[CH:29][CH:28]=1)=[O:6]. The catalyst class is: 3. (3) Reactant: C(Br)(Br)(Br)Br.C1(P(C2C=CC=CC=2)C2C=CC=CC=2)C=CC=CC=1.O[CH2:26][CH2:27][O:28][C:29]1[CH:30]=[C:31]([NH:50][CH:51]2[CH2:56][CH2:55][N:54]([CH:57]([CH3:59])[CH3:58])[CH2:53][CH2:52]2)[C:32]([C:35]2[NH:44][C:43](=[O:45])[C:42]3[C:37](=[CH:38][C:39]([O:48][CH3:49])=[CH:40][C:41]=3[O:46][CH3:47])[N:36]=2)=[N:33][CH:34]=1.[CH:60]([NH2:63])([CH3:62])[CH3:61]. Product: [CH:60]([NH:63][CH2:26][CH2:27][O:28][C:29]1[CH:30]=[C:31]([NH:50][CH:51]2[CH2:56][CH2:55][N:54]([CH:57]([CH3:58])[CH3:59])[CH2:53][CH2:52]2)[C:32]([C:35]2[NH:44][C:43](=[O:45])[C:42]3[C:37](=[CH:38][C:39]([O:48][CH3:49])=[CH:40][C:41]=3[O:46][CH3:47])[N:36]=2)=[N:33][CH:34]=1)([CH3:62])[CH3:61]. The catalyst class is: 526. (4) Reactant: [CH3:1][C:2]1[O:3][C:4]2[CH:10]=[CH:9][C:8]([NH2:11])=[CH:7][C:5]=2[CH:6]=1.CS[CH:14]=[C:15]([C:18]#[N:19])[C:16]#[N:17].C(N(CC)CC)C.[NH2:27][CH:28]1[CH2:34][CH2:33][C:32]2[CH:35]=[CH:36][CH:37]=[CH:38][C:31]=2[N:30]([CH2:39][C:40]([N:42]2[CH2:46][CH2:45][CH2:44][CH2:43]2)=[O:41])[C:29]1=[O:47]. Product: [C:16]([C:15]([C:18]#[N:19])=[C:14]([NH:27][CH:28]1[CH2:34][CH2:33][C:32]2[CH:35]=[CH:36][CH:37]=[CH:38][C:31]=2[N:30]([CH2:39][C:40]([N:42]2[CH2:43][CH2:44][CH2:45][CH2:46]2)=[O:41])[C:29]1=[O:47])[NH:11][C:8]1[CH:9]=[CH:10][C:4]2[O:3][C:2]([CH3:1])=[CH:6][C:5]=2[CH:7]=1)#[N:17]. The catalyst class is: 8. (5) Reactant: [C:1]([C:3]1[CH:36]=[CH:35][C:6]([CH2:7][C@@:8]2([CH3:34])[N:12]3[C:13]([S:16]([NH:19][C@@H:20]([CH3:24])[C:21]([OH:23])=O)(=[O:18])=[O:17])=[CH:14][N:15]=[C:11]3[N:10]([C:25]3[CH:30]=[C:29]([Cl:31])[CH:28]=[C:27]([Cl:32])[CH:26]=3)[C:9]2=[O:33])=[CH:5][CH:4]=1)#[N:2].CN(C(ON1N=NC2C=CC=CC1=2)=[N+](C)C)C.[B-](F)(F)(F)F.Cl.[NH2:60][C@@H:61]([C:63]([NH2:65])=[O:64])[CH3:62].C(N(CC)C(C)C)(C)C. Product: [C:63]([C@H:61]([NH:60][C:21](=[O:23])[C@@H:20]([NH:19][S:16]([C:13]1[N:12]2[C@@:8]([CH2:7][C:6]3[CH:5]=[CH:4][C:3]([C:1]#[N:2])=[CH:36][CH:35]=3)([CH3:34])[C:9](=[O:33])[N:10]([C:25]3[CH:30]=[C:29]([Cl:31])[CH:28]=[C:27]([Cl:32])[CH:26]=3)[C:11]2=[N:15][CH:14]=1)(=[O:17])=[O:18])[CH3:24])[CH3:62])(=[O:64])[NH2:65]. The catalyst class is: 31. (6) Reactant: [CH3:1][S:2]([C:5]1[CH:11]=[CH:10][C:8]([NH2:9])=[CH:7][CH:6]=1)(=[O:4])=[O:3].C[Al](C)C.[F:16][C:17]1[CH:18]=[C:19]([CH:22]=[CH:23][C:24]=1[O:25][CH3:26])[C:20]#[N:21]. Product: [F:16][C:17]1[CH:18]=[C:19]([C:20](=[NH:21])[NH:9][C:8]2[CH:10]=[CH:11][C:5]([S:2]([CH3:1])(=[O:3])=[O:4])=[CH:6][CH:7]=2)[CH:22]=[CH:23][C:24]=1[O:25][CH3:26]. The catalyst class is: 648. (7) Product: [CH2:32]([N:34]([C:40]1[C:41]([F:50])=[C:42]([C:46]([F:49])=[CH:47][CH:48]=1)[C:43]([NH:31][C:29]1[CH:30]=[C:25]2[CH:24]=[CH:23][NH:22][C:26]2=[N:27][CH:28]=1)=[O:44])[S:35](=[O:38])(=[O:39])[NH:36][CH3:37])[CH3:33]. Reactant: C1C=CC2N(O)N=NC=2C=1.CCN=C=NCCCN(C)C.[NH:22]1[C:26]2=[N:27][CH:28]=[C:29]([NH2:31])[CH:30]=[C:25]2[CH:24]=[CH:23]1.[CH2:32]([N:34]([C:40]1[C:41]([F:50])=[C:42]([C:46]([F:49])=[CH:47][CH:48]=1)[C:43](O)=[O:44])[S:35](=[O:39])(=[O:38])[NH:36][CH3:37])[CH3:33]. The catalyst class is: 31.